From a dataset of Merck oncology drug combination screen with 23,052 pairs across 39 cell lines. Regression. Given two drug SMILES strings and cell line genomic features, predict the synergy score measuring deviation from expected non-interaction effect. (1) Drug 1: O=C(NOCC(O)CO)c1ccc(F)c(F)c1Nc1ccc(I)cc1F. Drug 2: CCc1cnn2c(NCc3ccc[n+]([O-])c3)cc(N3CCCCC3CCO)nc12. Cell line: CAOV3. Synergy scores: synergy=4.79. (2) Drug 1: CC1(c2nc3c(C(N)=O)cccc3[nH]2)CCCN1. Drug 2: Cn1c(=O)n(-c2ccc(C(C)(C)C#N)cc2)c2c3cc(-c4cnc5ccccc5c4)ccc3ncc21. Cell line: SKOV3. Synergy scores: synergy=6.38. (3) Drug 1: CCC1=CC2CN(C1)Cc1c([nH]c3ccccc13)C(C(=O)OC)(c1cc3c(cc1OC)N(C)C1C(O)(C(=O)OC)C(OC(C)=O)C4(CC)C=CCN5CCC31C54)C2. Drug 2: NC1(c2ccc(-c3nc4ccn5c(=O)[nH]nc5c4cc3-c3ccccc3)cc2)CCC1. Cell line: NCIH2122. Synergy scores: synergy=-15.3. (4) Synergy scores: synergy=22.8. Cell line: LOVO. Drug 2: C#Cc1cccc(Nc2ncnc3cc(OCCOC)c(OCCOC)cc23)c1. Drug 1: O=S1(=O)NC2(CN1CC(F)(F)F)C1CCC2Cc2cc(C=CCN3CCC(C(F)(F)F)CC3)ccc2C1. (5) Drug 1: CC(=O)OC1C(=O)C2(C)C(O)CC3OCC3(OC(C)=O)C2C(OC(=O)c2ccccc2)C2(O)CC(OC(=O)C(O)C(NC(=O)c3ccccc3)c3ccccc3)C(C)=C1C2(C)C. Drug 2: O=C(CCCCCCC(=O)Nc1ccccc1)NO. Cell line: LNCAP. Synergy scores: synergy=12.4. (6) Drug 1: COC1=C2CC(C)CC(OC)C(O)C(C)C=C(C)C(OC(N)=O)C(OC)C=CC=C(C)C(=O)NC(=CC1=O)C2=O. Drug 2: CNC(=O)c1cc(Oc2ccc(NC(=O)Nc3ccc(Cl)c(C(F)(F)F)c3)cc2)ccn1. Cell line: VCAP. Synergy scores: synergy=-13.3. (7) Drug 1: N#Cc1ccc(Cn2cncc2CN2CCN(c3cccc(Cl)c3)C(=O)C2)cc1. Drug 2: COC1CC2CCC(C)C(O)(O2)C(=O)C(=O)N2CCCCC2C(=O)OC(C(C)CC2CCC(OP(C)(C)=O)C(OC)C2)CC(=O)C(C)C=C(C)C(O)C(OC)C(=O)C(C)CC(C)C=CC=CC=C1C. Cell line: LOVO. Synergy scores: synergy=29.3.